Predict the reactants needed to synthesize the given product. From a dataset of Full USPTO retrosynthesis dataset with 1.9M reactions from patents (1976-2016). Given the product [C:27]([C:29]1[CH:34]=[CH:33][CH:32]=[CH:31][C:30]=1[S:35]([N:1]1[CH2:7][CH2:6][CH2:5][CH:4]([NH:8][C:9]([C@@H:11]([NH:16][C:17](=[O:26])[O:18][CH2:19][C:20]2[CH:21]=[CH:22][CH:23]=[CH:24][CH:25]=2)[CH2:12][CH:13]([CH3:15])[CH3:14])=[O:10])[CH2:3][CH2:2]1)(=[O:37])=[O:36])#[N:28], predict the reactants needed to synthesize it. The reactants are: [NH:1]1[CH2:7][CH2:6][CH2:5][CH:4]([NH:8][C:9]([C@@H:11]([NH:16][C:17](=[O:26])[O:18][CH2:19][C:20]2[CH:25]=[CH:24][CH:23]=[CH:22][CH:21]=2)[CH2:12][CH:13]([CH3:15])[CH3:14])=[O:10])[CH2:3][CH2:2]1.[C:27]([C:29]1[CH:34]=[CH:33][CH:32]=[CH:31][C:30]=1[S:35](Cl)(=[O:37])=[O:36])#[N:28].C(N(CC)CC)C.